From a dataset of Full USPTO retrosynthesis dataset with 1.9M reactions from patents (1976-2016). Predict the reactants needed to synthesize the given product. (1) Given the product [C:27]([O:26][C@@H:22]([C:8]1[C:7]([CH3:31])=[N:6][C:5]2[N:4]([N:3]=[C:2]([NH:1][C:47](=[O:48])[CH2:46][CH2:45][CH:44]3[CH2:43][CH2:53][CH2:50][CH2:49]3)[CH:32]=2)[C:9]=1[C:10]1[C:11]([CH3:21])=[C:12]2[C:17](=[C:18]([F:20])[CH:19]=1)[O:16][CH2:15][CH2:14][CH2:13]2)[C:23]([OH:25])=[O:24])([CH3:28])([CH3:29])[CH3:30], predict the reactants needed to synthesize it. The reactants are: [NH2:1][C:2]1[CH:32]=[C:5]2[N:6]=[C:7]([CH3:31])[C:8]([C@H:22]([O:26][C:27]([CH3:30])([CH3:29])[CH3:28])[C:23]([OH:25])=[O:24])=[C:9]([C:10]3[C:11]([CH3:21])=[C:12]4[C:17](=[C:18]([F:20])[CH:19]=3)[O:16][CH2:15][CH2:14][CH2:13]4)[N:4]2[N:3]=1.NC1C=C2N=C(C)C(C(OC(C)(C)C)C(O)=O)=C(C3[C:43]([CH3:53])=[C:44]4[C:49](=[C:50](F)C=3)[O:48][CH2:47][CH2:46][CH2:45]4)N2N=1.C1(CCC(Cl)=O)CCCC1.CCN(C(C)C)C(C)C. (2) Given the product [Cl:14][C:15]1[CH:21]=[CH:20][C:18]([NH:19][C:42](=[O:43])[C:41]2[CH:40]=[CH:39][C:38]([S:35]([N:32]3[CH2:31][CH2:30][CH:29]([OH:28])[CH2:34][CH2:33]3)(=[O:37])=[O:36])=[CH:46][CH:45]=2)=[CH:17][C:16]=1[C:22]1[CH:27]=[CH:26][CH:25]=[CH:24][N:23]=1, predict the reactants needed to synthesize it. The reactants are: ClS(C1C=CC(C(O)=O)=CC=1)(=O)=O.[Cl:14][C:15]1[CH:21]=[CH:20][C:18]([NH2:19])=[CH:17][C:16]=1[C:22]1[CH:27]=[CH:26][CH:25]=[CH:24][N:23]=1.[OH:28][CH:29]1[CH2:34][CH2:33][N:32]([S:35]([C:38]2[CH:46]=[CH:45][C:41]([C:42](O)=[O:43])=[CH:40][CH:39]=2)(=[O:37])=[O:36])[CH2:31][CH2:30]1. (3) Given the product [C:21]([O:20][C:19](=[O:25])[NH:18][CH2:17][C:15]1[CH:16]=[C:11]([O:8][C:5]2[CH:6]=[CH:7][C:2]([F:1])=[C:3]([CH3:9])[CH:4]=2)[CH:12]=[CH:13][C:14]=1[N+:26]([O-:28])=[O:27])([CH3:24])([CH3:22])[CH3:23], predict the reactants needed to synthesize it. The reactants are: [F:1][C:2]1[CH:7]=[CH:6][C:5]([OH:8])=[CH:4][C:3]=1[CH3:9].Cl[C:11]1[CH:12]=[CH:13][C:14]([N+:26]([O-:28])=[O:27])=[C:15]([CH2:17][NH:18][C:19](=[O:25])[O:20][C:21]([CH3:24])([CH3:23])[CH3:22])[CH:16]=1.[H-].[Na+]. (4) Given the product [ClH:31].[C:1]([N:4]1[CH2:13][CH2:12][C:11]2[C:6](=[CH:7][C:8]([O:14][CH2:15][C:16]3([C:28]([OH:30])=[O:29])[CH2:17][CH2:18][N:19]([C:22]4[CH:23]=[CH:24][N:25]=[CH:26][CH:27]=4)[CH2:20][CH2:21]3)=[CH:9][CH:10]=2)[CH2:5]1)(=[NH:2])[NH2:3], predict the reactants needed to synthesize it. The reactants are: [C:1]([N:4]1[CH2:13][CH2:12][C:11]2[C:6](=[CH:7][C:8]([O:14][CH2:15][C:16]3([C:28]([OH:30])=[O:29])[CH2:21][CH2:20][N:19]([C:22]4[CH:27]=[CH:26][N:25]=[CH:24][CH:23]=4)[CH2:18][CH2:17]3)=[CH:9][CH:10]=2)[CH2:5]1)(=[NH:3])[NH2:2].[ClH:31].[OH-].[Na+]. (5) Given the product [Cl:27][C:24]1[CH:23]=[CH:22][C:21]([C:19]2[N:20]=[C:16]([NH:15][C:4](=[O:5])[C:3]3[CH:7]=[CH:8][C:9]([C:11]([F:14])([F:13])[F:12])=[CH:10][C:2]=3[F:1])[S:17][CH:18]=2)=[CH:26][CH:25]=1, predict the reactants needed to synthesize it. The reactants are: [F:1][C:2]1[CH:10]=[C:9]([C:11]([F:14])([F:13])[F:12])[CH:8]=[CH:7][C:3]=1[C:4](Cl)=[O:5].[NH2:15][C:16]1[S:17][CH:18]=[C:19]([C:21]2[CH:26]=[CH:25][C:24]([Cl:27])=[CH:23][CH:22]=2)[N:20]=1.N1C=CC=CC=1. (6) Given the product [F:11][C:12]1[CH:17]=[CH:16][C:15]([NH:18][C@H:19]([C:31]2[CH:32]=[CH:33][CH:34]=[CH:35][CH:36]=2)[C:20]([O:22][C@@H:23]2[CH:28]3[CH2:29][CH2:30][N:25]([CH2:26][CH2:27]3)[CH2:24]2)=[O:21])=[CH:14][CH:13]=1, predict the reactants needed to synthesize it. The reactants are: C([C@@H]([O-])[C@@H](C(O)=O)[O-])(O)=O.[F:11][C:12]1[CH:17]=[CH:16][C:15]([NH:18][C@H:19]([C:31]2[CH:36]=[CH:35][CH:34]=[CH:33][CH:32]=2)[C:20]([O:22][C@@H:23]2[CH:28]3[CH2:29][CH2:30][N:25]([CH2:26][CH2:27]3)[CH2:24]2)=[O:21])=[CH:14][CH:13]=1. (7) Given the product [C:9]1([CH:8]([C:5]2[CH:6]=[CH:7][C:2]([B:17]3[O:21][C:20]([CH3:23])([CH3:22])[C:19]([CH3:25])([CH3:24])[O:18]3)=[CH:3][CH:4]=2)[C:15]#[N:16])[CH:14]=[CH:13][CH:12]=[CH:11][CH:10]=1, predict the reactants needed to synthesize it. The reactants are: Br[C:2]1[CH:7]=[CH:6][C:5]([CH:8]([C:15]#[N:16])[C:9]2[CH:14]=[CH:13][CH:12]=[CH:11][CH:10]=2)=[CH:4][CH:3]=1.[B:17]1([B:17]2[O:21][C:20]([CH3:23])([CH3:22])[C:19]([CH3:25])([CH3:24])[O:18]2)[O:21][C:20]([CH3:23])([CH3:22])[C:19]([CH3:25])([CH3:24])[O:18]1.ClCCl.C([O-])(=O)C.[K+]. (8) Given the product [Cl:1][C:2]1[CH:3]=[CH:4][C:5]([O:25][CH3:26])=[C:6]([C:8]2[C:12]([NH:13][C:14]([C:16]3[CH:17]=[N:18][N:19]4[CH:24]=[CH:23][CH:22]=[N:21][C:20]=34)=[O:15])=[CH:11][N:10]([C:28]([CH3:35])([CH3:34])[C:29]([O:31][CH2:32][CH3:33])=[O:30])[N:9]=2)[CH:7]=1, predict the reactants needed to synthesize it. The reactants are: [Cl:1][C:2]1[CH:3]=[CH:4][C:5]([O:25][CH3:26])=[C:6]([C:8]2[C:12]([NH:13][C:14]([C:16]3[CH:17]=[N:18][N:19]4[CH:24]=[CH:23][CH:22]=[N:21][C:20]=34)=[O:15])=[CH:11][NH:10][N:9]=2)[CH:7]=1.Br[C:28]([CH3:35])([CH3:34])[C:29]([O:31][CH2:32][CH3:33])=[O:30].C(=O)([O-])[O-].[Cs+].[Cs+].